From a dataset of Cav3 T-type calcium channel HTS with 100,875 compounds. Binary Classification. Given a drug SMILES string, predict its activity (active/inactive) in a high-throughput screening assay against a specified biological target. (1) The molecule is O(c1c2c(c(=O)n(CC(=O)NCc3cc4OCOc4cc3)cc2)ccc1)C(C)C(OCC)=O. The result is 0 (inactive). (2) The compound is o1c2c(c3c1cccc3)cc(OCC(=O)Nc1noc(c1)C)cc2. The result is 0 (inactive). (3) The compound is O=c1n(CCc2[nH]cnc2)cnc2c1[nH]c1c2ccc(OC)c1. The result is 0 (inactive). (4) The drug is O(c1cc([N+]([O-])=O)c(N\C=C\C(=O)c2cc3c(cc2)cccc3)cc1)CC. The result is 0 (inactive). (5) The drug is O(c1cc(CCCN2C(CN=C2N)Cc2ccc(O)cc2)cc(OC)c1OC)C. The result is 0 (inactive).